Dataset: Catalyst prediction with 721,799 reactions and 888 catalyst types from USPTO. Task: Predict which catalyst facilitates the given reaction. (1) Reactant: [H-].[Al+3].[Li+].[H-].[H-].[H-].C([O:9][C:10](=O)[C:11]([CH2:19][CH:20]=[CH2:21])([CH2:17][CH3:18])[C:12](OCC)=[O:13])C. Product: [CH2:19]([C:11]([CH2:17][CH3:18])([CH2:12][OH:13])[CH2:10][OH:9])[CH:20]=[CH2:21]. The catalyst class is: 1. (2) Reactant: [CH2:1]([O:3][C:4]1[C:8]([CH2:9][CH2:10][CH2:11][OH:12])=[CH:7][N:6]([C:13]2[CH:18]=[CH:17][C:16]([C:19]([F:22])([F:21])[F:20])=[CH:15][N:14]=2)[N:5]=1)[CH3:2].O[C:24]1[CH:29]=[C:28]([O:30][CH3:31])[CH:27]=[CH:26][C:25]=1[CH2:32][CH2:33][C:34]([O:36]CC)=[O:35].C(P(CCCC)CCCC)CCC.N(C(N1CCCCC1)=O)=NC(N1CCCCC1)=O. Product: [CH2:1]([O:3][C:4]1[C:8]([CH2:9][CH2:10][CH2:11][O:12][C:26]2[CH:27]=[C:28]([O:30][CH3:31])[CH:29]=[CH:24][C:25]=2[CH2:32][CH2:33][C:34]([OH:36])=[O:35])=[CH:7][N:6]([C:13]2[CH:18]=[CH:17][C:16]([C:19]([F:21])([F:20])[F:22])=[CH:15][N:14]=2)[N:5]=1)[CH3:2]. The catalyst class is: 7. (3) Reactant: [O:1]=[C:2]1[NH:11][CH:10]([C:12]2[CH:19]=[CH:18][C:15]([C:16]#[N:17])=[CH:14][C:13]=2[S:20]([CH3:23])(=[O:22])=[O:21])[C:9]2[C:8](=[O:24])[CH2:7][CH2:6][CH2:5][C:4]=2[N:3]1[C:25]1[CH:30]=[CH:29][CH:28]=[C:27]([C:31]([F:34])([F:33])[F:32])[CH:26]=1.C(=O)([O-])[O-].[Cs+].[Cs+].Br[CH2:42][CH2:43][O:44][C:45](=[O:47])[CH3:46]. Product: [C:16]([C:15]1[CH:18]=[CH:19][C:12]([CH:10]2[C:9]3[C:8](=[O:24])[CH2:7][CH2:6][CH2:5][C:4]=3[N:3]([C:25]3[CH:30]=[CH:29][CH:28]=[C:27]([C:31]([F:33])([F:34])[F:32])[CH:26]=3)[C:2](=[O:1])[N:11]2[CH2:42][CH2:43][O:44][C:45](=[O:47])[CH3:46])=[C:13]([S:20]([CH3:23])(=[O:22])=[O:21])[CH:14]=1)#[N:17]. The catalyst class is: 3. (4) Reactant: [F:1][C:2]1[CH:16]=[CH:15][C:5]([CH2:6][P:7](=[O:14])([O:11][CH2:12][CH3:13])[O:8][CH2:9][CH3:10])=[CH:4][CH:3]=1.[CH3:17][Mg]Cl.S(OC)(OC)(=O)=O. Product: [CH2:12]([O:11][P:7]([CH:6]([C:5]1[CH:15]=[CH:16][C:2]([F:1])=[CH:3][CH:4]=1)[CH3:17])(=[O:14])[O:8][CH2:9][CH3:10])[CH3:13]. The catalyst class is: 7. (5) Reactant: [C:1]([O:5][C:6]([N:8]1[C:12]2=[N:13][CH:14]=[CH:15][CH:16]=[C:11]2[C:10]([CH2:17]N(C)C)=[CH:9]1)=[O:7])([CH3:4])([CH3:3])[CH3:2].[Cl:21]C(OC(C)C)=O.O. Product: [C:1]([O:5][C:6]([N:8]1[C:12]2=[N:13][CH:14]=[CH:15][CH:16]=[C:11]2[C:10]([CH2:17][Cl:21])=[CH:9]1)=[O:7])([CH3:4])([CH3:3])[CH3:2]. The catalyst class is: 11.